From a dataset of Full USPTO retrosynthesis dataset with 1.9M reactions from patents (1976-2016). Predict the reactants needed to synthesize the given product. (1) Given the product [CH3:17][P:15]([C:12]1[CH:13]=[CH:14][C:9]([NH:8][C:4]2[N:5]=[CH:6][N:7]=[C:2]([NH:26][CH2:27][CH2:28][C:29]3[CH:30]=[CH:31][C:32]([S:35]([NH2:38])(=[O:36])=[O:37])=[CH:33][CH:34]=3)[CH:3]=2)=[CH:10][CH:11]=1)([CH3:18])=[O:16], predict the reactants needed to synthesize it. The reactants are: Cl[C:2]1[N:7]=[CH:6][N:5]=[C:4]([NH:8][C:9]2[CH:14]=[CH:13][C:12]([P:15]([CH3:18])([CH3:17])=[O:16])=[CH:11][CH:10]=2)[CH:3]=1.C(N(CC)CC)C.[NH2:26][CH2:27][CH2:28][C:29]1[CH:34]=[CH:33][C:32]([S:35]([NH2:38])(=[O:37])=[O:36])=[CH:31][CH:30]=1. (2) Given the product [CH3:21][O:20][C:13]1[CH:12]=[C:11]([C:10]([N@@:9]2[CH2:6][CH:7]2[CH3:8])=[O:22])[CH:16]=[CH:15][C:14]=1[N+:17]([O-:19])=[O:18], predict the reactants needed to synthesize it. The reactants are: CS(O[CH2:6][C@H:7]([NH:9][C:10](=[O:22])[C:11]1[CH:16]=[CH:15][C:14]([N+:17]([O-:19])=[O:18])=[C:13]([O:20][CH3:21])[CH:12]=1)[CH3:8])(=O)=O.[H-].[Na+]. (3) Given the product [CH:13]1([NH:12][C:10]([N:9]2[CH2:8][C:7]3[C:6]([CH:19]4[CH2:24][CH2:23][CH2:22][N:21]([C:25]([O:27][C:28]([CH3:31])([CH3:30])[CH3:29])=[O:26])[CH2:20]4)=[CH:5][C:4]([C:32]4[C:37]([OH:38])=[CH:36][CH:35]=[CH:34][C:33]=4[O:39][CH2:40][CH:41]4[CH2:43][CH2:42]4)=[N:3][C:2]=3[NH:1][C:52]2=[O:54])=[O:11])[CH2:18][CH2:17][CH2:16][CH2:15][CH2:14]1, predict the reactants needed to synthesize it. The reactants are: [NH2:1][C:2]1[C:7]([CH2:8][NH:9][C:10]([NH:12][CH:13]2[CH2:18][CH2:17][CH2:16][CH2:15][CH2:14]2)=[O:11])=[C:6]([CH:19]2[CH2:24][CH2:23][CH2:22][N:21]([C:25]([O:27][C:28]([CH3:31])([CH3:30])[CH3:29])=[O:26])[CH2:20]2)[CH:5]=[C:4]([C:32]2[C:37]([OH:38])=[CH:36][CH:35]=[CH:34][C:33]=2[O:39][CH2:40][CH:41]2[CH2:43][CH2:42]2)[N:3]=1.C(N(CC)CC)C.Cl[C:52](Cl)([O:54]C(=O)OC(Cl)(Cl)Cl)Cl. (4) Given the product [CH2:8]([O:7][C:5]([C:4]1[C:3]([N+:13]([O-:15])=[O:14])=[C:2]([N:1]2[C:17]([C:16]([O:20][CH2:21][CH3:22])=[O:19])=[CH:35][N:34]=[CH:33]2)[CH:12]=[CH:11][CH:10]=1)=[O:6])[CH3:9], predict the reactants needed to synthesize it. The reactants are: [NH2:1][C:2]1[C:3]([N+:13]([O-:15])=[O:14])=[C:4]([CH:10]=[CH:11][CH:12]=1)[C:5]([O:7][CH2:8][CH3:9])=[O:6].[C:16]([O:20][CH2:21][CH3:22])(=[O:19])[CH:17]=O.S([CH2:33][N+:34]#[C-:35])(C1C=CC(C)=CC=1)(=O)=O.C([O-])([O-])=O.[K+].[K+]. (5) Given the product [F:11][C:12]1[CH:13]=[CH:14][C:15]([C:18]([CH3:22])([CH3:21])[CH:19]=[O:20])=[CH:16][CH:17]=1, predict the reactants needed to synthesize it. The reactants are: C(Cl)(=O)C(Cl)=O.CS(C)=O.[F:11][C:12]1[CH:17]=[CH:16][C:15]([C:18]([CH3:22])([CH3:21])[CH2:19][OH:20])=[CH:14][CH:13]=1.C(N(CC)CC)C.